Dataset: Catalyst prediction with 721,799 reactions and 888 catalyst types from USPTO. Task: Predict which catalyst facilitates the given reaction. (1) Reactant: [CH3:1][O:2][C:3]1[CH:12]=[C:11]2[C:6]([CH2:7][CH2:8][CH:9]([NH:13][CH2:14][CH2:15][CH3:16])[CH2:10]2)=[CH:5][CH:4]=1.O=[C:18]1[CH2:24][O:23][CH2:22][CH2:21][N:20]([CH2:25][CH2:26][CH2:27][CH:28]=O)[CH2:19]1.C(N(C(C)C)CC)(C)C.C(O[BH-](OC(=O)C)OC(=O)C)(=[O:41])C.[Na+]. Product: [CH3:1][O:2][C:3]1[CH:12]=[C:11]2[C:6]([CH2:7][CH2:8][CH:9]([N:13]([CH2:14][CH2:15][CH3:16])[CH2:28][CH2:27][CH2:26][CH2:25][N:20]3[C:19](=[O:41])[CH2:18][CH2:24][O:23][CH2:22][CH2:21]3)[CH2:10]2)=[CH:5][CH:4]=1. The catalyst class is: 26. (2) Reactant: [F:1][C:2]([F:18])([C:9]([F:17])([F:16])[C:10]([F:15])([F:14])[CH:11]([F:13])[F:12])[CH2:3][CH:4]([C:7]#[N:8])[C:5]#[N:6].FC(F)(F)S(O[CH2:25][C:26]([F:34])([F:33])[CH:27]([F:32])[C:28]([F:31])([F:30])[F:29])(=O)=O.C(=O)([O-])[O-].[K+].[K+].Cl. Product: [F:33][C:26]([F:34])([CH:27]([F:32])[C:28]([F:31])([F:30])[F:29])[CH2:25][C:4]([CH2:3][C:2]([F:18])([F:1])[C:9]([F:16])([F:17])[C:10]([F:14])([F:15])[CH:11]([F:13])[F:12])([C:7]#[N:8])[C:5]#[N:6]. The catalyst class is: 57. (3) Reactant: [CH3:1][O:2][C:3](=[O:20])[C:4]1[CH:9]=[CH:8][CH:7]=[C:6]([CH:10]=[CH:11][C:12]2[CH:17]=[CH:16][C:15]([OH:18])=[CH:14][C:13]=2[CH3:19])[CH:5]=1.C(=O)([O-])[O-].[K+].[K+].Br[CH2:28][C:29]1[N:33]([C:34]2[CH:39]=[CH:38][CH:37]=[CH:36][C:35]=2[C:40]([F:43])([F:42])[F:41])[N:32]=[CH:31][C:30]=1[CH:44]([CH3:46])[CH3:45]. Product: [CH3:1][O:2][C:3](=[O:20])[C:4]1[CH:9]=[CH:8][CH:7]=[C:6]([CH:10]=[CH:11][C:12]2[CH:17]=[CH:16][C:15]([O:18][CH2:28][C:29]3[N:33]([C:34]4[CH:39]=[CH:38][CH:37]=[CH:36][C:35]=4[C:40]([F:42])([F:41])[F:43])[N:32]=[CH:31][C:30]=3[CH:44]([CH3:46])[CH3:45])=[CH:14][C:13]=2[CH3:19])[CH:5]=1. The catalyst class is: 23. (4) Reactant: [CH2:1]([N:3]([CH2:37][CH3:38])[CH2:4][CH2:5][CH2:6][NH:7][C:8]1[N:9]=[C:10]([C:27]2[CH:28]=[C:29]([CH:33]=[CH:34][C:35]=2[CH3:36])[C:30](O)=[O:31])[C:11]2[CH:17]=[CH:16][C:15](=[O:18])[N:14]([C:19]3[C:24]([F:25])=[CH:23][CH:22]=[CH:21][C:20]=3[F:26])[C:12]=2[N:13]=1)[CH3:2].CN(C(ON1N=NC2C=CC=CC1=2)=[N+](C)C)C.F[P-](F)(F)(F)(F)F.C(N(CC)CC)C.Cl.[CH2:71]([S:73][CH2:74][CH2:75][NH2:76])[CH3:72]. Product: [CH2:37]([N:3]([CH2:1][CH3:2])[CH2:4][CH2:5][CH2:6][NH:7][C:8]1[N:9]=[C:10]([C:27]2[CH:28]=[C:29]([CH:33]=[CH:34][C:35]=2[CH3:36])[C:30]([NH:76][CH2:75][CH2:74][S:73][CH2:71][CH3:72])=[O:31])[C:11]2[CH:17]=[CH:16][C:15](=[O:18])[N:14]([C:19]3[C:20]([F:26])=[CH:21][CH:22]=[CH:23][C:24]=3[F:25])[C:12]=2[N:13]=1)[CH3:38]. The catalyst class is: 3. (5) Reactant: C1(P(=O)(C2C=CC=CC=2)C2C=CC=CC=2)C=CC=CC=1.FC(F)(F)S(OS(C(F)(F)F)(=O)=O)(=O)=O.[CH3:36][O:37][CH2:38][C@H:39]([CH3:88])[O:40][C:41]1[CH:42]=[C:43]([C:58]2[NH:62][C:61]([C:63]([NH:65][CH2:66][CH2:67][S:68]C(C3C=CC=CC=3)(C3C=CC=CC=3)C3C=CC=CC=3)=O)=[CH:60][CH:59]=2)[CH:44]=[C:45]([O:47][C:48]2[CH:53]=[CH:52][C:51]([S:54]([CH3:57])(=[O:56])=[O:55])=[CH:50][CH:49]=2)[CH:46]=1. Product: [CH3:36][O:37][CH2:38][C@H:39]([CH3:88])[O:40][C:41]1[CH:42]=[C:43]([C:58]2[NH:62][C:61]([C:63]3[S:68][CH2:67][CH2:66][N:65]=3)=[CH:60][CH:59]=2)[CH:44]=[C:45]([O:47][C:48]2[CH:53]=[CH:52][C:51]([S:54]([CH3:57])(=[O:56])=[O:55])=[CH:50][CH:49]=2)[CH:46]=1. The catalyst class is: 4. (6) Reactant: [CH2:1]([N:4]([CH2:23][C:24]1[CH:29]=[CH:28][C:27]([Cl:30])=[CH:26][CH:25]=1)[C:5](=[O:22])[O:6][CH2:7][C@H:8]([NH:15][C:16](=[O:21])[CH2:17][CH2:18][CH:19]=C)[C:9]1[CH:14]=[CH:13][CH:12]=[CH:11][CH:10]=1)[CH:2]=C.CO.C(Cl)Cl. Product: [Cl:30][C:27]1[CH:28]=[CH:29][C:24]([CH2:23][N:4]2[CH2:1][CH:2]=[CH:19][CH2:18][CH2:17][C:16](=[O:21])[NH:15][C@H:8]([C:9]3[CH:14]=[CH:13][CH:12]=[CH:11][CH:10]=3)[CH2:7][O:6][C:5]2=[O:22])=[CH:25][CH:26]=1. The catalyst class is: 260. (7) Reactant: CS(O[CH2:6][CH2:7][O:8][C:9]1[CH:14]=[CH:13][C:12]([CH2:15][N:16]([C:31]([O:33][C:34]([CH3:37])([CH3:36])[CH3:35])=[O:32])[CH2:17][C@H:18]([OH:30])[C:19]2[C:27]3[S:26][C:25](=[O:28])[NH:24][C:23]=3[C:22]([OH:29])=[CH:21][CH:20]=2)=[CH:11][CH:10]=1)(=O)=O.[CH:38]([C:41]1[S:42][C:43]([C:46]([N:48]2[CH2:53][C:52]3([CH2:58][CH2:57][NH:56][CH2:55][CH2:54]3)[O:51][CH2:50][CH2:49]2)=[O:47])=[CH:44][N:45]=1)([CH3:40])[CH3:39].C(N(CC)CC)C. Product: [OH:30][C@H:18]([C:19]1[C:27]2[S:26][C:25](=[O:28])[NH:24][C:23]=2[C:22]([OH:29])=[CH:21][CH:20]=1)[CH2:17][N:16]([CH2:15][C:12]1[CH:11]=[CH:10][C:9]([O:8][CH2:7][CH2:6][N:56]2[CH2:55][CH2:54][C:52]3([O:51][CH2:50][CH2:49][N:48]([C:46]([C:43]4[S:42][C:41]([CH:38]([CH3:40])[CH3:39])=[N:45][CH:44]=4)=[O:47])[CH2:53]3)[CH2:58][CH2:57]2)=[CH:14][CH:13]=1)[C:31](=[O:32])[O:33][C:34]([CH3:37])([CH3:35])[CH3:36]. The catalyst class is: 23. (8) Reactant: [Cl:1][C:2]1[CH:3]=[C:4]([CH:8]=[CH:9][CH:10]=1)[C:5](Cl)=[O:6].[NH2:11][C:12]1[CH:13]=[C:14]([CH:19]=[CH:20][CH:21]=1)[C:15]([O:17][CH3:18])=[O:16].C(N(CC)CC)C. Product: [Cl:1][C:2]1[CH:3]=[C:4]([CH:8]=[CH:9][CH:10]=1)[C:5]([NH:11][C:12]1[CH:13]=[C:14]([CH:19]=[CH:20][CH:21]=1)[C:15]([O:17][CH3:18])=[O:16])=[O:6]. The catalyst class is: 4. (9) Reactant: Br[C:2]1[N:28]=[C:5]2[CH:6]=[CH:7][C:8]([CH2:10][O:11][C:12]3[CH:17]=[CH:16][C:15]([C@@H:18]([C:25]#[C:26][CH3:27])[CH2:19][C:20]([O:22][CH2:23][CH3:24])=[O:21])=[CH:14][CH:13]=3)=[CH:9][N:4]2[N:3]=1.[OH:29][C:30]1[CH:35]=[CH:34][C:33](B(O)O)=[CH:32][CH:31]=1.C([O-])([O-])=O.[K+].[K+]. Product: [CH2:23]([O:22][C:20](=[O:21])[CH2:19][C@@H:18]([C:15]1[CH:16]=[CH:17][C:12]([O:11][CH2:10][C:8]2[CH:7]=[CH:6][C:5]3[N:4]([N:3]=[C:2]([C:33]4[CH:34]=[CH:35][C:30]([OH:29])=[CH:31][CH:32]=4)[N:28]=3)[CH:9]=2)=[CH:13][CH:14]=1)[C:25]#[C:26][CH3:27])[CH3:24]. The catalyst class is: 184.